This data is from Forward reaction prediction with 1.9M reactions from USPTO patents (1976-2016). The task is: Predict the product of the given reaction. Given the reactants [CH3:1][C:2]1[CH:7]=[C:6]([C:8]2[CH:13]=[CH:12][C:11]([C:14]([F:17])([F:16])[F:15])=[CH:10][CH:9]=2)[N:5]=[C:4]([C@H:18]2[CH2:22][CH2:21][C@:20]3([CH2:26][CH2:25][NH:24][C:23]3=[O:27])[N:19]2C(OC(C)(C)C)=O)[N:3]=1.CC1C=C(C2C=CC(C(F)(F)F)=CC=2)N=C([C@H]2CC[C@]3(CCNC3=O)N2)N=1.C(Cl)(Cl)[Cl:63].Cl, predict the reaction product. The product is: [ClH:63].[CH3:1][C:2]1[CH:7]=[C:6]([C:8]2[CH:9]=[CH:10][C:11]([C:14]([F:15])([F:16])[F:17])=[CH:12][CH:13]=2)[N:5]=[C:4]([C@H:18]2[CH2:22][CH2:21][C@:20]3([CH2:26][CH2:25][NH:24][C:23]3=[O:27])[NH:19]2)[N:3]=1.